From a dataset of Full USPTO retrosynthesis dataset with 1.9M reactions from patents (1976-2016). Predict the reactants needed to synthesize the given product. Given the product [C:1]1([CH2:7][CH2:8][N:9]2[CH2:14][CH2:13][CH2:12][C:11]3([NH:19][C:18](=[O:20])[C:17]4[CH:21]=[C:22](/[CH:25]=[CH:26]/[C:27]([NH:29][OH:30])=[O:28])[CH:23]=[CH:24][C:16]=4[O:15]3)[CH2:10]2)[CH:6]=[CH:5][CH:4]=[CH:3][CH:2]=1, predict the reactants needed to synthesize it. The reactants are: [C:1]1([CH2:7][CH2:8][N:9]2[CH2:14][CH2:13][CH2:12][C:11]3([NH:19][C:18](=[O:20])[C:17]4[CH:21]=[C:22](/[CH:25]=[CH:26]/[C:27]([NH:29][O:30]C5CCCCO5)=[O:28])[CH:23]=[CH:24][C:16]=4[O:15]3)[CH2:10]2)[CH:6]=[CH:5][CH:4]=[CH:3][CH:2]=1.Cl.C(N1CCCC2(NC(=O)C3C=C(/C=C/C(O)=O)C=CC=3O2)C1)C1C=CC=CC=1.